This data is from Catalyst prediction with 721,799 reactions and 888 catalyst types from USPTO. The task is: Predict which catalyst facilitates the given reaction. (1) Reactant: [Br:1][C:2]1[CH:3]=[N:4][C:5]2[N:6]([N:8]=[C:9]([C:11]([OH:13])=O)[CH:10]=2)[CH:7]=1.[F:14][C:15]1[CH:24]=[C:23]2[C:18]([CH2:19][CH2:20][NH:21][CH:22]2[CH3:25])=[CH:17][CH:16]=1.C(Cl)CCl.C1C=CC2N(O)N=NC=2C=1. Product: [Br:1][C:2]1[CH:3]=[N:4][C:5]2[N:6]([N:8]=[C:9]([C:11]([N:21]3[CH2:20][CH2:19][C:18]4[C:23](=[CH:24][C:15]([F:14])=[CH:16][CH:17]=4)[CH:22]3[CH3:25])=[O:13])[CH:10]=2)[CH:7]=1. The catalyst class is: 3. (2) Reactant: [N:1]1[CH:6]=[CH:5][C:4]([CH2:7][O:8][C:9]2[C:10]([N:15]3[CH2:20][CH2:19][NH:18][CH2:17][CH2:16]3)=[N:11][CH:12]=[CH:13][N:14]=2)=[CH:3][CH:2]=1.C(Cl)Cl.C(N(CC)CC)C.[N:31]([C:34]1[CH:39]=[C:38]([C:40]([F:43])([F:42])[F:41])[CH:37]=[C:36]([C:44]([F:47])([F:46])[F:45])[CH:35]=1)=[C:32]=[O:33]. Product: [F:41][C:40]([F:42])([F:43])[C:38]1[CH:39]=[C:34]([NH:31][C:32]([N:18]2[CH2:19][CH2:20][N:15]([C:10]3[C:9]([O:8][CH2:7][C:4]4[CH:5]=[CH:6][N:1]=[CH:2][CH:3]=4)=[N:14][CH:13]=[CH:12][N:11]=3)[CH2:16][CH2:17]2)=[O:33])[CH:35]=[C:36]([C:44]([F:47])([F:45])[F:46])[CH:37]=1. The catalyst class is: 25. (3) Product: [NH2:48][C:49]1[CH:54]=[C:53]([C:2]2[S:3][C:4]([C:13]([C:15]3[CH:23]=[C:22]4[C:18]([C:19]([F:45])=[C:20]([C:39]5[CH:44]=[CH:43][CH:42]=[CH:41][CH:40]=5)[N:21]4[CH2:24][CH2:25][CH2:26][CH2:27][N:28]4[C:36](=[O:37])[C:35]5[C:30](=[CH:31][CH:32]=[CH:33][CH:34]=5)[C:29]4=[O:38])=[CH:17][CH:16]=3)=[O:14])=[CH:5][C:6]=2[CH2:7][C:8]([O:10][CH2:11][CH3:12])=[O:9])[CH:52]=[CH:51][CH:50]=1. Reactant: Br[C:2]1[S:3][C:4]([C:13]([C:15]2[CH:23]=[C:22]3[C:18]([C:19]([F:45])=[C:20]([C:39]4[CH:44]=[CH:43][CH:42]=[CH:41][CH:40]=4)[N:21]3[CH2:24][CH2:25][CH2:26][CH2:27][N:28]3[C:36](=[O:37])[C:35]4[C:30](=[CH:31][CH:32]=[CH:33][CH:34]=4)[C:29]3=[O:38])=[CH:17][CH:16]=2)=[O:14])=[CH:5][C:6]=1[CH2:7][C:8]([O:10][CH2:11][CH3:12])=[O:9].[F-].[Cs+].[NH2:48][C:49]1[CH:50]=[C:51](B(O)O)[CH:52]=[CH:53][CH:54]=1.O. The catalyst class is: 104. (4) Reactant: [N:1]1[C:10]2[CH2:9][CH2:8][CH2:7][C:6]3([CH2:12][O:11]3)[C:5]=2[CH:4]=[N:3][CH:2]=1.[Br:13][C:14]1[CH:19]=[CH:18][C:17]([O:20][CH3:21])=[CH:16][C:15]=1[OH:22].C(=O)([O-])[O-].[K+].[K+]. Product: [Br:13][C:14]1[CH:19]=[CH:18][C:17]([O:20][CH3:21])=[CH:16][C:15]=1[O:22][CH2:12][C:6]1([OH:11])[CH2:7][CH2:8][CH2:9][C:10]2[N:1]=[CH:2][N:3]=[CH:4][C:5]1=2. The catalyst class is: 41. (5) Reactant: COC1C=C(OC)C=CC=1C[N:6]1[C:11](=[O:12])[C:10]2[CH:13]=[C:14]([CH2:16][CH2:17][CH3:18])[S:15][C:9]=2[NH:8][C:7]1=[O:19].Br[CH2:27][C:28]1[CH:33]=[CH:32][C:31]([C:34]2[C:35]([C:40]#[N:41])=[CH:36][CH:37]=[CH:38][CH:39]=2)=[CH:30][C:29]=1[F:42].C(=O)([O-])[O-].[K+].[K+]. Product: [O:19]=[C:7]1[N:8]([CH2:27][C:28]2[CH:33]=[CH:32][C:31]([C:34]3[C:35]([C:40]#[N:41])=[CH:36][CH:37]=[CH:38][CH:39]=3)=[CH:30][C:29]=2[F:42])[C:9]2[S:15][C:14]([CH2:16][CH2:17][CH3:18])=[CH:13][C:10]=2[C:11](=[O:12])[NH:6]1. The catalyst class is: 10. (6) Reactant: [C:1]1(=[CH:7][C:8]2[C:9]([C:16]3[CH:21]=[C:20]([C:22]([CH3:25])([CH3:24])[CH3:23])[CH:19]=[C:18]([C:26]([CH3:29])([CH3:28])[CH3:27])[CH:17]=3)=[N:10]C(C#N)=[N:12][CH:13]=2)[CH2:6][CH2:5][CH2:4][CH2:3][CH2:2]1.[OH-:30].[Na+].[CH3:32][CH2:33][OH:34]. Product: [C:1]1(=[CH:7][C:8]2[C:9]([C:16]3[CH:21]=[C:20]([C:22]([CH3:25])([CH3:24])[CH3:23])[CH:19]=[C:18]([C:26]([CH3:29])([CH3:28])[CH3:27])[CH:17]=3)=[N:10][C:32]([C:33]([OH:30])=[O:34])=[N:12][CH:13]=2)[CH2:6][CH2:5][CH2:4][CH2:3][CH2:2]1. The catalyst class is: 6. (7) Reactant: [Cl:1][C:2]1[CH:7]=[CH:6][C:5]([CH:8]([NH:15][C:16]([C:18]2([NH:33]C(=O)OC(C)(C)C)[CH2:23][CH2:22][N:21]([C:24]3[C:25]4[CH:32]=[CH:31][NH:30][C:26]=4[N:27]=[CH:28][N:29]=3)[CH2:20][CH2:19]2)=[O:17])[CH2:9][CH2:10][CH2:11][N:12]([CH3:14])[CH3:13])=[CH:4][CH:3]=1.C(O)(C(F)(F)F)=O. Product: [NH2:33][C:18]1([C:16]([NH:15][CH:8]([C:5]2[CH:6]=[CH:7][C:2]([Cl:1])=[CH:3][CH:4]=2)[CH2:9][CH2:10][CH2:11][N:12]([CH3:14])[CH3:13])=[O:17])[CH2:19][CH2:20][N:21]([C:24]2[C:25]3[CH:32]=[CH:31][NH:30][C:26]=3[N:27]=[CH:28][N:29]=2)[CH2:22][CH2:23]1. The catalyst class is: 2. (8) Reactant: [O:1]1[CH:5]=[CH:4][CH:3]=[C:2]1[C:6](Br)=[O:7].[CH3:9][NH2:10].[BH4-].[Na+].[CH3:13]O. Product: [O:1]1[CH:5]=[CH:4][CH:3]=[C:2]1[CH:6]([OH:7])[CH2:9][NH:10][CH3:13]. The catalyst class is: 6.